This data is from Catalyst prediction with 721,799 reactions and 888 catalyst types from USPTO. The task is: Predict which catalyst facilitates the given reaction. (1) Reactant: [Cl:1][C:2]1[N:7]=[N:6][C:5]([NH2:8])=[CH:4][CH:3]=1.Br[CH:10]([CH3:19])[C:11]([C:13]1[CH:18]=[CH:17][CH:16]=[CH:15][CH:14]=1)=O. Product: [Cl:1][C:2]1[CH:3]=[CH:4][C:5]2[N:6]([C:10]([CH3:19])=[C:11]([C:13]3[CH:18]=[CH:17][CH:16]=[CH:15][CH:14]=3)[N:8]=2)[N:7]=1. The catalyst class is: 10. (2) Reactant: Br[C:2]1[CH:14]=[CH:13][C:12]2[C:11]3[C:6](=[CH:7][CH:8]=[CH:9][CH:10]=3)[C:5]([CH3:16])([CH3:15])[C:4]=2[CH:3]=1.[Cl:17][C:18]1[N:23]=[C:22](Cl)[N:21]=[C:20]([C:25]2[CH:30]=[CH:29][CH:28]=[CH:27][CH:26]=2)[N:19]=1. Product: [Cl:17][C:18]1[N:23]=[C:22]([C:2]2[CH:14]=[CH:13][C:12]3[C:11]4[C:6](=[CH:7][CH:8]=[CH:9][CH:10]=4)[C:5]([CH3:16])([CH3:15])[C:4]=3[CH:3]=2)[N:21]=[C:20]([C:25]2[CH:30]=[CH:29][CH:28]=[CH:27][CH:26]=2)[N:19]=1. The catalyst class is: 1. (3) Reactant: C(OC(=O)[NH:7][C@@H:8]([C:13]1[CH:18]=[CH:17][CH:16]=[C:15]([Cl:19])[C:14]=1[F:20])[CH2:9][N:10]([CH3:12])[CH3:11])(C)(C)C.Cl. Product: [Cl:19][C:15]1[C:14]([F:20])=[C:13]([C@H:8]([NH2:7])[CH2:9][N:10]([CH3:12])[CH3:11])[CH:18]=[CH:17][CH:16]=1. The catalyst class is: 12. (4) Reactant: [CH:1]([N:4]1[C:13]2[C:8](=[C:9]([CH3:14])[CH:10]=[CH:11][CH:12]=2)[CH:7]=[C:6]([C:15]([O:17]CC)=[O:16])[C:5]1=[O:20])([CH3:3])[CH3:2].[OH-].[Na+].Cl. Product: [CH:1]([N:4]1[C:13]2[C:8](=[C:9]([CH3:14])[CH:10]=[CH:11][CH:12]=2)[CH:7]=[C:6]([C:15]([OH:17])=[O:16])[C:5]1=[O:20])([CH3:3])[CH3:2]. The catalyst class is: 8. (5) Reactant: Cl.[C:2]([C:4]1[N:9]=[CH:8][C:7]([C:10]2[C:22]3[C:21]4[C:16](=[CH:17][CH:18]=[CH:19][CH:20]=4)[N:15]([C:23]4[CH:35]=[CH:34][C:26]([C:27]([O:29]C(C)(C)C)=[O:28])=[C:25]([NH:36][CH:37]5[CH2:42][C:41]([CH3:44])([CH3:43])[N:40]([CH3:45])[C:39]([CH3:47])([CH3:46])[CH2:38]5)[CH:24]=4)[C:14]=3[CH:13]=[CH:12][CH:11]=2)=[CH:6][CH:5]=1)#[N:3]. Product: [C:2]([C:4]1[N:9]=[CH:8][C:7]([C:10]2[C:22]3[C:21]4[C:16](=[CH:17][CH:18]=[CH:19][CH:20]=4)[N:15]([C:23]4[CH:35]=[CH:34][C:26]([C:27]([OH:29])=[O:28])=[C:25]([NH:36][CH:37]5[CH2:42][C:41]([CH3:43])([CH3:44])[N:40]([CH3:45])[C:39]([CH3:47])([CH3:46])[CH2:38]5)[CH:24]=4)[C:14]=3[CH:13]=[CH:12][CH:11]=2)=[CH:6][CH:5]=1)#[N:3]. The catalyst class is: 12. (6) Reactant: [Cl:1][C:2]1[CH:3]=[C:4]([NH:8][C:9]2[CH:14]=[CH:13][N:12]3[N:15]=[CH:16][C:17]([CH:18]=O)=[C:11]3[N:10]=2)[CH:5]=[CH:6][CH:7]=1.[F:20][C:21]([F:29])([F:28])[C:22]1[CH2:26][C:25](=[O:27])[NH:24][N:23]=1.N1CCCCC1. Product: [Cl:1][C:2]1[CH:3]=[C:4]([NH:8][C:9]2[CH:14]=[CH:13][N:12]3[N:15]=[CH:16][C:17]([CH:18]=[C:26]4[C:25](=[O:27])[NH:24][N:23]=[C:22]4[C:21]([F:29])([F:28])[F:20])=[C:11]3[N:10]=2)[CH:5]=[CH:6][CH:7]=1. The catalyst class is: 14.